From a dataset of Forward reaction prediction with 1.9M reactions from USPTO patents (1976-2016). Predict the product of the given reaction. (1) The product is: [Cl:71][C:67]1[CH:68]=[C:69]([F:70])[C:64]([NH:63][C:24]([C:16]2[C:17]3[O:21][C:20]([CH3:22])([CH3:23])[CH2:19][C:18]=3[C:12]3[NH:11][C:10]([NH:9][C:3]4[C:4]([F:8])=[CH:5][CH:6]=[CH:7][C:2]=4[Cl:1])=[N:14][C:13]=3[CH:15]=2)=[O:25])=[N:65][CH:66]=1. Given the reactants [Cl:1][C:2]1[CH:7]=[CH:6][CH:5]=[C:4]([F:8])[C:3]=1[NH:9][C:10]1[NH:11][C:12]2[C:18]3[CH2:19][C:20]([CH3:23])([CH3:22])[O:21][C:17]=3[C:16]([C:24](O)=[O:25])=[CH:15][C:13]=2[N:14]=1.CCOC(C(C#N)=NOC(N1CCOCC1)=[N+](C)C)=O.F[P-](F)(F)(F)(F)F.CCN(C(C)C)C(C)C.[NH2:63][C:64]1[C:69]([F:70])=[CH:68][C:67]([Cl:71])=[CH:66][N+:65]=1[O-], predict the reaction product. (2) The product is: [CH2:9]([NH:11][CH2:2][C:3]1[CH:4]=[N:5][CH:6]=[N:7][CH:8]=1)[CH3:10]. Given the reactants Cl[CH2:2][C:3]1[CH:4]=[N:5][CH:6]=[N:7][CH:8]=1.[CH2:9]([NH2:11])[CH3:10], predict the reaction product. (3) Given the reactants C([O-])(=O)C.[Na+].Br[CH:7]([C:11]1[CH:16]=[CH:15][C:14]([F:17])=[CH:13][CH:12]=1)[C:8]([O-:10])=[O:9].[CH3:18][O:19][C:20]1[CH:26]=[CH:25][C:24]([CH2:27][S:28]([CH2:31][CH2:32][C:33]2[C:38]([O:39][CH3:40])=[CH:37][C:36]([O:41][CH3:42])=[CH:35][C:34]=2[O:43][CH3:44])(=[O:30])=[O:29])=[CH:23][C:21]=1[NH2:22].C(Cl)(Cl)Cl.CO, predict the reaction product. The product is: [F:17][C:14]1[CH:15]=[CH:16][C:11]([CH:7]([NH:22][C:21]2[CH:23]=[C:24]([CH2:27][S:28]([CH2:31][CH2:32][C:33]3[C:34]([O:43][CH3:44])=[CH:35][C:36]([O:41][CH3:42])=[CH:37][C:38]=3[O:39][CH3:40])(=[O:30])=[O:29])[CH:25]=[CH:26][C:20]=2[O:19][CH3:18])[C:8]([OH:10])=[O:9])=[CH:12][CH:13]=1. (4) Given the reactants S(=O)(=O)(O)O.[CH3:6][C:7]1[CH:12]=[CH:11][C:10]([CH3:13])=[CH:9][N+:8]=1[O-:14].[N+:15]([O-])([OH:17])=[O:16], predict the reaction product. The product is: [CH3:6][C:7]1[CH:12]=[C:11]([N+:15]([O-:17])=[O:16])[C:10]([CH3:13])=[CH:9][N+:8]=1[O-:14]. (5) Given the reactants [CH:1]([N:4]1[C:8]([C:9]2[N:18]=[C:17]3[N:11]([CH2:12][CH2:13][O:14][C:15]4[CH:22]=[CH:21][C:20]([S:23][CH:24]5[CH2:29][CH2:28][N:27]([C:30](C)([CH3:33])[CH2:31]O)[CH2:26][CH2:25]5)=[CH:19][C:16]=43)[CH:10]=2)=[N:7][CH:6]=[N:5]1)([CH3:3])[CH3:2].C(N1CCC(S)CC1)(C)C.CC1(C)C2C(=C(P(C3C=CC=CC=3)C3C=CC=CC=3)C=CC=2)OC2C(P(C3C=CC=CC=3)C3C=CC=CC=3)=CC=CC1=2.CCN(C(C)C)C(C)C, predict the reaction product. The product is: [CH:1]([N:4]1[C:8]([C:9]2[N:18]=[C:17]3[C:16]4[CH:19]=[C:20]([S:23][CH:24]5[CH2:25][CH2:26][N:27]([CH:30]([CH3:33])[CH3:31])[CH2:28][CH2:29]5)[CH:21]=[CH:22][C:15]=4[O:14][CH2:13][CH2:12][N:11]3[CH:10]=2)=[N:7][CH:6]=[N:5]1)([CH3:3])[CH3:2]. (6) Given the reactants [CH3:1][O:2][C:3]([C:5]1[C:10]([NH:11][C:12]2[CH:17]=[CH:16][CH:15]=[CH:14][C:13]=2[F:18])=[C:9]([F:19])[C:8]([O:20][N:21]=[C:22](C)[CH3:23])=[C:7](C(=O)C)[N:6]=1)=[O:4], predict the reaction product. The product is: [CH3:1][O:2][C:3]([C:5]1[N:6]=[C:7]2[C:22]([CH3:23])=[N:21][O:20][C:8]2=[C:9]([F:19])[C:10]=1[NH:11][C:12]1[CH:17]=[CH:16][CH:15]=[CH:14][C:13]=1[F:18])=[O:4]. (7) Given the reactants [F:1][C:2]1[CH:14]=[C:13]([CH2:15][CH2:16][N+:17]([O-:19])=O)[CH:12]=[CH:11][C:3]=1[O:4][C:5]1[CH:10]=[CH:9][CH:8]=[CH:7]N=1.C[O-].[Li+].C(=O)([O-])O.[Na+].[C:28]([C:30]1[C:31]([NH2:36])=[N:32][CH:33]=[CH:34][CH:35]=1)#[CH:29].[CH2:37]([N:39](CC)CC)C, predict the reaction product. The product is: [F:1][C:2]1[CH:14]=[C:13]([CH:12]=[CH:11][C:3]=1[O:4][CH2:5][C:10]1[CH:9]=[CH:8][CH:7]=[CH:37][N:39]=1)[CH2:15][C:16]1[CH:29]=[C:28]([C:30]2[C:31]([NH2:36])=[N:32][CH:33]=[CH:34][CH:35]=2)[O:19][N:17]=1. (8) Given the reactants [NH2:1][C:2]1[N:3]=[N:4][C:5]([C:8]2[CH:9]=[CH:10][C:11]([C:14]([NH:16][CH3:17])=[O:15])=[N:12][CH:13]=2)=[CH:6][N:7]=1.Cl[CH:19]([CH2:29][C:30]1[CH:31]=[C:32]2[C:37](=[CH:38][CH:39]=1)[N:36]=[CH:35][CH:34]=[CH:33]2)[CH:20](N1C(=O)CCC1=O)O, predict the reaction product. The product is: [CH3:17][NH:16][C:14]([C:11]1[CH:10]=[CH:9][C:8]([C:5]2[CH:6]=[N:7][C:2]3[N:3]([C:19]([CH2:29][C:30]4[CH:31]=[C:32]5[C:37](=[CH:38][CH:39]=4)[N:36]=[CH:35][CH:34]=[CH:33]5)=[CH:20][N:1]=3)[N:4]=2)=[CH:13][N:12]=1)=[O:15]. (9) Given the reactants [CH3:1][C@@:2]1([OH:35])[C@@H:30]([CH2:31][OH:32])[O:29][C@@H:5]([O:6][C:7]2[CH:12]=[C:11]([CH2:13][O:14][CH:15]3[CH2:19][CH2:18][CH2:17][O:16]3)[CH:10]=[CH:9][C:8]=2[CH2:20][C:21]2[CH:26]=[CH:25][C:24]([O:27][CH3:28])=[CH:23][CH:22]=2)[C@H:4]([OH:33])[C@H:3]1[OH:34].[O:36]1[CH2:40][CH2:39][CH2:38][CH:37]1[O:41][CH2:42][C:43](OC[C@H]1O[C@@H](OC2C=C(COC3CCCO3)C=CC=2CC2C=CC(CC)=CC=2)[C@H](O)[C@@H](O)C1)=[O:44], predict the reaction product. The product is: [CH3:1][C@@:2]1([OH:35])[C@@H:30]([CH2:31][O:32][C:43](=[O:44])[CH2:42][O:41][CH:37]2[CH2:38][CH2:39][CH2:40][O:36]2)[O:29][C@@H:5]([O:6][C:7]2[CH:12]=[C:11]([CH2:13][O:14][CH:15]3[CH2:19][CH2:18][CH2:17][O:16]3)[CH:10]=[CH:9][C:8]=2[CH2:20][C:21]2[CH:26]=[CH:25][C:24]([O:27][CH3:28])=[CH:23][CH:22]=2)[C@H:4]([OH:33])[C@H:3]1[OH:34].